This data is from Forward reaction prediction with 1.9M reactions from USPTO patents (1976-2016). The task is: Predict the product of the given reaction. (1) Given the reactants [F:1][C:2]([F:44])([F:43])[C:3]1[CH:4]=[C:5]([N:13]([CH3:42])[C:14]([N:16]([CH3:41])[C@H:17]2[C@H:21]([C:22]3[CH:27]=[CH:26][C:25]([F:28])=[CH:24][CH:23]=3)[CH2:20][N:19]([C:29](OC3C=CC([N+]([O-])=O)=CC=3)=[O:30])[CH2:18]2)=[O:15])[CH:6]=[C:7]([C:9]([F:12])([F:11])[F:10])[CH:8]=1.[NH:45]1[CH2:50][CH2:49][O:48][CH2:47][CH2:46]1, predict the reaction product. The product is: [F:12][C:9]([F:10])([F:11])[C:7]1[CH:6]=[C:5]([N:13]([CH3:42])[C:14]([N:16]([C@H:17]2[C@H:21]([C:22]3[CH:27]=[CH:26][C:25]([F:28])=[CH:24][CH:23]=3)[CH2:20][N:19]([C:29]([N:45]3[CH2:50][CH2:49][O:48][CH2:47][CH2:46]3)=[O:30])[CH2:18]2)[CH3:41])=[O:15])[CH:4]=[C:3]([C:2]([F:1])([F:43])[F:44])[CH:8]=1. (2) Given the reactants [CH:1]1([C:7]2[CH:15]=[CH:14][C:10]([C:11](O)=[O:12])=[CH:9][C:8]=2[F:16])[CH2:6][CH2:5][CH2:4][CH2:3][CH2:2]1, predict the reaction product. The product is: [CH:1]1([C:7]2[CH:15]=[CH:14][C:10]([CH2:11][OH:12])=[CH:9][C:8]=2[F:16])[CH2:2][CH2:3][CH2:4][CH2:5][CH2:6]1. (3) Given the reactants Br[C:2]1[CH:3]=[C:4]([CH:8]([CH:15]2[CH2:17][CH2:16]2)[NH:9][S:10]([CH2:13][CH3:14])(=[O:12])=[O:11])[CH:5]=[N:6][CH:7]=1.[Cl:18][C:19]1[CH:26]=[C:25](B2OC(C)(C)C(C)(C)O2)[CH:24]=[CH:23][C:20]=1[C:21]#[N:22].C(=O)([O-])[O-].[Na+].[Na+].C(Cl)Cl, predict the reaction product. The product is: [Cl:18][C:19]1[CH:26]=[C:25]([C:2]2[CH:3]=[C:4]([CH:8]([CH:15]3[CH2:17][CH2:16]3)[NH:9][S:10]([CH2:13][CH3:14])(=[O:12])=[O:11])[CH:5]=[N:6][CH:7]=2)[CH:24]=[CH:23][C:20]=1[C:21]#[N:22]. (4) Given the reactants [CH3:1][N:2]([CH3:17])[C:3]1[CH:12]=[CH:11][C:10]2[C:9]([CH3:14])([CH3:13])[CH2:8][CH2:7][C:6]([CH3:16])([CH3:15])[C:5]=2[CH:4]=1.[Br:18]Br, predict the reaction product. The product is: [Br:18][C:12]1[C:3]([N:2]([CH3:17])[CH3:1])=[CH:4][C:5]2[C:6]([CH3:16])([CH3:15])[CH2:7][CH2:8][C:9]([CH3:13])([CH3:14])[C:10]=2[CH:11]=1. (5) Given the reactants [CH3:1][N:2]([CH2:13][C:14]1[NH:18][C:17]2[CH:19]=[CH:20][CH:21]=[C:22]([N:23]3[CH2:30][C@@H:29]4[CH2:31][C@H:25]([CH2:26][N:27]([C:32](OC(C)(C)C)=O)[CH2:28]4)[CH2:24]3)[C:16]=2[N:15]=1)[C@@H:3]1[C:12]2[N:11]=[CH:10][CH:9]=[CH:8][C:7]=2[CH2:6][CH2:5][CH2:4]1.FC(F)(F)C(O)=O.ClC(Cl)C.C=O.C(O)(=O)C.C(O[BH-](OC(=O)C)OC(=O)C)(=O)C.[Na+].C([O-])(O)=O.[Na+], predict the reaction product. The product is: [CH3:1][N:2]([CH2:13][C:14]1[NH:18][C:17]2[CH:19]=[CH:20][CH:21]=[C:22]([N:23]3[CH2:30][C@@H:29]4[CH2:31][C@H:25]([CH2:26][N:27]([CH3:32])[CH2:28]4)[CH2:24]3)[C:16]=2[N:15]=1)[C@@H:3]1[C:12]2[N:11]=[CH:10][CH:9]=[CH:8][C:7]=2[CH2:6][CH2:5][CH2:4]1. (6) The product is: [N+:1]([C:4]1[CH:9]=[CH:8][C:7]([CH:10]([OH:11])[CH2:12][N:13]2[CH2:18][CH2:17][CH2:16][CH2:15][CH2:14]2)=[CH:6][CH:5]=1)([O-:3])=[O:2]. Given the reactants [N+:1]([C:4]1[CH:9]=[CH:8][C:7]([CH:10]2[CH2:12][O:11]2)=[CH:6][CH:5]=1)([O-:3])=[O:2].[NH:13]1[CH2:18][CH2:17][CH2:16][CH2:15][CH2:14]1.CO, predict the reaction product. (7) Given the reactants [CH3:1][O:2][C:3]1[CH:4]=[C:5]([CH:8]=[CH:9][C:10]=1[CH3:11])[CH:6]=O.[N+:12]([CH2:15][CH3:16])([O-:14])=[O:13], predict the reaction product. The product is: [CH3:1][O:2][C:3]1[CH:4]=[C:5]([CH:6]=[C:15]([N+:12]([O-:14])=[O:13])[CH3:16])[CH:8]=[CH:9][C:10]=1[CH3:11].